This data is from Full USPTO retrosynthesis dataset with 1.9M reactions from patents (1976-2016). The task is: Predict the reactants needed to synthesize the given product. (1) Given the product [Si:1]([O:8][CH:9]([CH2:30][C:31]1[CH:40]=[CH:39][C:38]2[C:33](=[CH:34][CH:35]=[CH:36][CH:37]=2)[CH:32]=1)/[CH:10]=[CH:11]/[C@H:12]1[CH2:16][CH2:15][C:14](=[O:17])[C@@H:13]1[CH2:18][CH2:19][C:20]1[CH:21]=[CH:22][C:23]([C:24]([O:26][CH3:27])=[O:25])=[CH:28][CH:29]=1)([C:4]([CH3:6])([CH3:7])[CH3:5])([CH3:3])[CH3:2], predict the reactants needed to synthesize it. The reactants are: [Si:1]([O:8][CH:9]([CH2:30][C:31]1[CH:40]=[CH:39][C:38]2[C:33](=[CH:34][CH:35]=[CH:36][CH:37]=2)[CH:32]=1)/[CH:10]=[CH:11]/[C@H:12]1[CH:16]=[CH:15][C:14](=[O:17])[C@@H:13]1[CH2:18][CH2:19][C:20]1[CH:29]=[CH:28][C:23]([C:24]([O:26][CH3:27])=[O:25])=[CH:22][CH:21]=1)([C:4]([CH3:7])([CH3:6])[CH3:5])([CH3:3])[CH3:2]. (2) Given the product [F:1][C:2]1[C:7]([O:8][CH3:9])=[CH:6][C:5]([O:10][CH3:11])=[C:4]([F:12])[C:3]=1[N:13]1[CH2:18][C:17]2[CH:19]=[N:20][C:21]([C:23]3[C:24]([CH3:28])=[N:25][N:26]([CH2:39][C:40]([N:42]4[CH2:47][CH2:46][O:45][CH2:44][CH2:43]4)=[O:41])[CH:27]=3)=[CH:22][C:16]=2[N:15]([CH2:29][CH3:30])[C:14]1=[O:31], predict the reactants needed to synthesize it. The reactants are: [F:1][C:2]1[C:7]([O:8][CH3:9])=[CH:6][C:5]([O:10][CH3:11])=[C:4]([F:12])[C:3]=1[N:13]1[CH2:18][C:17]2[CH:19]=[N:20][C:21]([C:23]3[C:24]([CH3:28])=[N:25][NH:26][CH:27]=3)=[CH:22][C:16]=2[N:15]([CH2:29][CH3:30])[C:14]1=[O:31].C(=O)([O-])[O-].[Cs+].[Cs+].Cl[CH2:39][C:40]([N:42]1[CH2:47][CH2:46][O:45][CH2:44][CH2:43]1)=[O:41]. (3) Given the product [ClH:24].[C:16]1([C:13]2[N:14]=[CH:15][C:10]3[CH2:9][NH:8][CH2:23][CH2:22][C:11]=3[N:12]=2)[CH:17]=[CH:18][CH:19]=[CH:20][CH:21]=1, predict the reactants needed to synthesize it. The reactants are: C(OC([N:8]1[CH2:23][CH2:22][C:11]2[N:12]=[C:13]([C:16]3[CH:21]=[CH:20][CH:19]=[CH:18][CH:17]=3)[N:14]=[CH:15][C:10]=2[CH2:9]1)=O)(C)(C)C.[ClH:24]. (4) Given the product [C:27]1([CH:11]([C:8]2[S:9][C:10]3[C:2]([C:33]4[CH:38]=[CH:37][CH:36]=[CH:35][CH:34]=4)=[CH:3][CH:4]=[CH:5][C:6]=3[CH:7]=2)[NH:12][S:13]([C:16]2[CH:26]=[CH:25][C:19]3[O:20][CH2:21][CH2:22][CH2:23][O:24][C:18]=3[CH:17]=2)(=[O:15])=[O:14])[CH:28]=[CH:29][CH:30]=[CH:31][CH:32]=1, predict the reactants needed to synthesize it. The reactants are: Cl[C:2]1[C:10]2[S:9][C:8]([CH:11]([C:27]3[CH:32]=[CH:31][CH:30]=[CH:29][CH:28]=3)[NH:12][S:13]([C:16]3[CH:26]=[CH:25][C:19]4[O:20][CH2:21][CH2:22][CH2:23][O:24][C:18]=4[CH:17]=3)(=[O:15])=[O:14])=[CH:7][C:6]=2[CH:5]=[CH:4][CH:3]=1.[C:33]1(B(O)O)[CH:38]=[CH:37][CH:36]=[CH:35][CH:34]=1.[Cl-].CC1C=C(C)C=C(C)C=1[N+]1C=CN(C2C(C)=CC(C)=CC=2C)C=1.C(=O)([O-])[O-].[Cs+].[Cs+]. (5) Given the product [NH:1]1[C:9]2[C:4](=[CH:5][CH:6]=[CH:7][CH:8]=2)[CH:3]=[C:2]1[C:10]1[C:11]([C:15]([O:17][CH2:18][CH3:19])=[O:16])=[CH:12][NH:13][N:14]=1, predict the reactants needed to synthesize it. The reactants are: [NH:1]1[C:9]2[C:4](=[CH:5][CH:6]=[CH:7][CH:8]=2)[CH:3]=[C:2]1[C:10]1[NH:14][N:13]=[CH:12][C:11]=1[C:15]([OH:17])=[O:16].[CH2:18](O)[CH3:19]. (6) Given the product [C:1]1([C@H:11]([NH:13][CH:14]2[CH2:17][CH:16]([C:18]([NH2:21])=[O:20])[CH2:15]2)[CH3:12])[C:10]2[C:5](=[CH:6][CH:7]=[CH:8][CH:9]=2)[CH:4]=[CH:3][CH:2]=1, predict the reactants needed to synthesize it. The reactants are: [C:1]1([C@H:11]([NH:13][CH:14]2[CH2:17][CH:16]([C:18]([OH:20])=O)[CH2:15]2)[CH3:12])[C:10]2[C:5](=[CH:6][CH:7]=[CH:8][CH:9]=2)[CH:4]=[CH:3][CH:2]=1.[NH3:21]. (7) Given the product [CH:37]([OH:39])=[O:38].[Cl:26][C:22]1[CH:21]=[C:20]([N:19]2[C:15]([C:11]3[CH:12]=[CH:13][CH:14]=[C:9]([O:8][CH2:7][CH2:6][NH:47][CH3:43])[CH:10]=3)=[CH:16][C:17]([C:27]([N:29]3[CH2:33][C:32](=[O:34])[NH:31][CH2:30]3)=[O:28])=[N:18]2)[CH:25]=[CH:24][CH:23]=1, predict the reactants needed to synthesize it. The reactants are: CS(O[CH2:6][CH2:7][O:8][C:9]1[CH:14]=[CH:13][CH:12]=[C:11]([C:15]2[N:19]([C:20]3[CH:25]=[CH:24][CH:23]=[C:22]([Cl:26])[CH:21]=3)[N:18]=[C:17]([C:27]([N:29]3[CH2:33][C:32](=[O:34])[NH:31][CH2:30]3)=[O:28])[CH:16]=2)[CH:10]=1)(=O)=O.CN.[CH:37]([OH:39])=[O:38].ClC1C=[C:43]([N:47]2C(C3C=CC=C(OCCCN(C)C)C=3)=CC(C(N3CC(=O)NC3)=O)=N2)C=CC=1. (8) Given the product [CH2:1]([O:8][C:9]([NH:11][CH2:12][CH2:13][CH2:14][C@@H:15]([C:27]([NH:29][C@H:30]1[CH2:34][CH2:33][CH2:32][C@H:31]1[C:35]([OH:37])=[O:36])=[O:28])[NH:16][C:17]([C:19]1[N:20]([CH3:26])[C:21]([CH3:25])=[C:22]([CH3:24])[CH:23]=1)=[O:18])=[O:10])[C:2]1[CH:3]=[CH:4][CH:5]=[CH:6][CH:7]=1, predict the reactants needed to synthesize it. The reactants are: [CH2:1]([O:8][C:9]([NH:11][CH2:12][CH2:13][CH2:14][C@@H:15]([C:27]([NH:29][C@H:30]1[CH2:34][CH2:33][CH2:32][C@H:31]1[C:35]([O:37]CC(=O)C1C=CC=CC=1)=[O:36])=[O:28])[NH:16][C:17]([C:19]1[N:20]([CH3:26])[C:21]([CH3:25])=[C:22]([CH3:24])[CH:23]=1)=[O:18])=[O:10])[C:2]1[CH:7]=[CH:6][CH:5]=[CH:4][CH:3]=1.CN(C=O)C.C(O)(=O)C. (9) The reactants are: [CH2:1]([C:3]1[CH:9]=[CH:8][CH:7]=[C:6]([CH2:10][CH3:11])[C:4]=1[NH2:5])[CH3:2].[CH:12](=O)[CH:13]([CH3:15])[CH3:14]. Given the product [CH2:1]([C:3]1[CH:9]=[CH:8][CH:7]=[C:6]([CH2:10][CH3:11])[C:4]=1/[N:5]=[CH:12]/[CH:13]([CH3:15])[CH3:14])[CH3:2], predict the reactants needed to synthesize it.